Dataset: Catalyst prediction with 721,799 reactions and 888 catalyst types from USPTO. Task: Predict which catalyst facilitates the given reaction. Reactant: CN(C(ON1N=NC2C=CC=CC1=2)=[N+](C)C)C.F[P-](F)(F)(F)(F)F.[Cl:25][C:26]1[CH:51]=[CH:50][C:29]2[N:30]3[C:34]([CH2:35][NH:36][CH2:37][C:28]=2[CH:27]=1)=[N:33][N:32]=[C:31]3[CH:38]1[CH2:43][CH2:42][N:41]([C:44]2[CH:49]=[CH:48][CH:47]=[CH:46][N:45]=2)[CH2:40][CH2:39]1.C(N(CC)CC)C.[CH3:59][N:60]([CH2:62][C:63](O)=[O:64])[CH3:61]. Product: [Cl:25][C:26]1[CH:51]=[CH:50][C:29]2[N:30]3[C:34]([CH2:35][N:36]([C:63](=[O:64])[CH2:62][N:60]([CH3:61])[CH3:59])[CH2:37][C:28]=2[CH:27]=1)=[N:33][N:32]=[C:31]3[CH:38]1[CH2:39][CH2:40][N:41]([C:44]2[CH:49]=[CH:48][CH:47]=[CH:46][N:45]=2)[CH2:42][CH2:43]1. The catalyst class is: 80.